Dataset: Forward reaction prediction with 1.9M reactions from USPTO patents (1976-2016). Task: Predict the product of the given reaction. (1) Given the reactants N(OCCC(C)C)=O.[F:9][C:10]1[C:15]([CH:16]([CH3:18])[CH3:17])=[CH:14][C:13]([C:19]2[C:20](N)=[CH:21][C:22]([C:26]([F:29])([F:28])[F:27])=[C:23]([CH3:25])[CH:24]=2)=[C:12]([O:31][CH3:32])[CH:11]=1.[I:33]I, predict the reaction product. The product is: [F:9][C:10]1[C:15]([CH:16]([CH3:18])[CH3:17])=[CH:14][C:13]([C:19]2[CH:24]=[C:23]([CH3:25])[C:22]([C:26]([F:29])([F:28])[F:27])=[CH:21][C:20]=2[I:33])=[C:12]([O:31][CH3:32])[CH:11]=1. (2) The product is: [CH:25]([O:24][C:22]([NH:2][C@@H:3]1[CH2:7][CH2:6][N:5]([C:8]([O:10][CH:11]2[CH:12]3[CH2:13][CH:14]4[CH2:15][CH:16]([CH2:17][CH:18]2[CH2:19]4)[CH2:20]3)=[O:9])[CH2:4]1)=[O:23])([CH3:27])[CH3:26]. Given the reactants Cl.[NH2:2][C@@H:3]1[CH2:7][CH2:6][N:5]([C:8]([O:10][CH:11]2[CH:18]3[CH2:19][CH:14]4[CH2:15][CH:16]([CH2:20][CH:12]2[CH2:13]4)[CH2:17]3)=[O:9])[CH2:4]1.Cl[C:22]([O:24][CH:25]([CH3:27])[CH3:26])=[O:23], predict the reaction product. (3) Given the reactants [C:1]([C:5]1[CH:30]=[CH:29][C:8]([O:9][C:10]2[CH:19]=[C:18]3[C:13]([CH:14]=[C:15]([C:26]([OH:28])=O)[N:16]=[C:17]3[CH2:20][CH:21]3[CH2:25][CH2:24][CH2:23][CH2:22]3)=[CH:12][CH:11]=2)=[CH:7][CH:6]=1)([CH3:4])([CH3:3])[CH3:2].Cl.C[O:33][C:34](=[O:42])[C@@H:35]([NH2:41])[CH2:36][C:37]([CH3:40])([CH3:39])[CH3:38], predict the reaction product. The product is: [C:1]([C:5]1[CH:30]=[CH:29][C:8]([O:9][C:10]2[CH:19]=[C:18]3[C:13]([CH:14]=[C:15]([C:26]([NH:41][C@@H:35]([CH2:36][C:37]([CH3:40])([CH3:39])[CH3:38])[C:34]([OH:42])=[O:33])=[O:28])[N:16]=[C:17]3[CH2:20][CH:21]3[CH2:25][CH2:24][CH2:23][CH2:22]3)=[CH:12][CH:11]=2)=[CH:7][CH:6]=1)([CH3:2])([CH3:3])[CH3:4].